Dataset: Reaction yield outcomes from USPTO patents with 853,638 reactions. Task: Predict the reaction yield, written as a fraction of the theoretical maximum amount of product (1.0 means a 100% yield; for example, 0.34 means a 34% yield). (1) The reactants are C([N:8]1[CH2:13][CH2:12][N:11](CC2C=CC=CC=2)[CH2:10][CH:9]1[CH2:21][N:22]([CH3:24])[CH3:23])C1C=CC=CC=1. The catalyst is CCO.[Pd]. The product is [CH3:23][N:22]([CH3:24])[CH2:21][CH:9]1[CH2:10][NH:11][CH2:12][CH2:13][NH:8]1. The yield is 1.00. (2) The reactants are Cl[C:2]1[N:6]([CH3:7])[N:5]=[CH:4][C:3]=1[N+:8]([O-:10])=[O:9].[NH:11]1[CH2:16][CH2:15][CH2:14][CH2:13][CH2:12]1. No catalyst specified. The product is [CH3:7][N:6]1[C:2]([N:11]2[CH2:16][CH2:15][CH2:14][CH2:13][CH2:12]2)=[C:3]([N+:8]([O-:10])=[O:9])[CH:4]=[N:5]1. The yield is 0.890. (3) The reactants are [C:1]1([C:7](=[N:9][OH:10])[CH3:8])[CH:6]=[CH:5][CH:4]=[CH:3][CH:2]=1.[CH3:11][O:12][C:13]([C:15]1([CH3:26])[O:20][CH2:19][CH:18]([CH2:21][CH2:22][CH2:23][CH2:24]Cl)[CH2:17][O:16]1)=[O:14].C(=O)([O-])[O-].[Cs+].[Cs+]. The catalyst is CN(C)C=O. The product is [CH3:11][O:12][C:13]([C:15]1([CH3:26])[O:16][CH2:17][CH:18]([CH2:21][CH2:22][CH2:23][CH2:24][O:10][N:9]=[C:7]([C:1]2[CH:6]=[CH:5][CH:4]=[CH:3][CH:2]=2)[CH3:8])[CH2:19][O:20]1)=[O:14]. The yield is 0.850. (4) The reactants are [Br:1][C:2]1[CH:3]=[CH:4][CH:5]=[C:6]2[C:10]=1[NH:9]C(=O)[C:7]2=[O:12].[OH2:13].OO.Cl. The catalyst is [OH-].[Na+]. The product is [NH2:9][C:10]1[C:2]([Br:1])=[CH:3][CH:4]=[CH:5][C:6]=1[C:7]([OH:12])=[O:13]. The yield is 0.980. (5) The reactants are Cl[C:2]1[N:7]=[CH:6][C:5]([S:8]([C:11]2[N:15]([C:16]3[CH:21]=[CH:20][C:19]([F:22])=[CH:18][C:17]=3[F:23])[N:14]=[C:13]([CH2:24][N:25]([CH3:33])[C:26](=[O:32])[O:27][C:28]([CH3:31])([CH3:30])[CH3:29])[CH:12]=2)(=[O:10])=[O:9])=[CH:4][CH:3]=1.[C:34](=O)([O-])[O-].[K+].[K+].CB(O)O. The catalyst is C1(OC)CCCC1. The product is [CH3:34][C:2]1[N:7]=[CH:6][C:5]([S:8]([C:11]2[N:15]([C:16]3[CH:21]=[CH:20][C:19]([F:22])=[CH:18][C:17]=3[F:23])[N:14]=[C:13]([CH2:24][N:25]([CH3:33])[C:26](=[O:32])[O:27][C:28]([CH3:30])([CH3:29])[CH3:31])[CH:12]=2)(=[O:10])=[O:9])=[CH:4][CH:3]=1. The yield is 0.390.